Dataset: Catalyst prediction with 721,799 reactions and 888 catalyst types from USPTO. Task: Predict which catalyst facilitates the given reaction. Reactant: C(OC(=O)[NH:7][C:8]1[CH:13]=[C:12]([O:14][CH2:15][CH2:16][O:17][CH3:18])[C:11]([C:19]([F:22])([F:21])[F:20])=[CH:10][C:9]=1[NH:23][C:24](=[O:42])[CH2:25][C:26]([C:28]1[CH:33]=[CH:32][CH:31]=[C:30]([C:34]2[CH:39]=[CH:38][N:37]=[C:36]([C:40]#[N:41])[CH:35]=2)[CH:29]=1)=O)(C)(C)C.C(O)(C(F)(F)F)=O. Product: [CH3:18][O:17][CH2:16][CH2:15][O:14][C:12]1[C:11]([C:19]([F:20])([F:21])[F:22])=[CH:10][C:9]2[NH:23][C:24](=[O:42])[CH2:25][C:26]([C:28]3[CH:29]=[C:30]([C:34]4[CH:39]=[CH:38][N:37]=[C:36]([C:40]#[N:41])[CH:35]=4)[CH:31]=[CH:32][CH:33]=3)=[N:7][C:8]=2[CH:13]=1. The catalyst class is: 2.